This data is from CYP2D6 inhibition data for predicting drug metabolism from PubChem BioAssay. The task is: Regression/Classification. Given a drug SMILES string, predict its absorption, distribution, metabolism, or excretion properties. Task type varies by dataset: regression for continuous measurements (e.g., permeability, clearance, half-life) or binary classification for categorical outcomes (e.g., BBB penetration, CYP inhibition). Dataset: cyp2d6_veith. (1) The compound is CO[C@H]1COC(=O)[C@H](C)COC(=O)[C@@H](Cc2ccccc2)NC(=O)C/C=C\[C@H]1C. The result is 0 (non-inhibitor). (2) The molecule is O=S(=O)(c1ccc2ccccc2c1)N1CCN(S(=O)(=O)c2ccc3ccccc3c2)CC1. The result is 0 (non-inhibitor).